This data is from Catalyst prediction with 721,799 reactions and 888 catalyst types from USPTO. The task is: Predict which catalyst facilitates the given reaction. Reactant: [N:1]1[CH:6]=[CH:5][C:4]([CH2:7][O:8][C:9]2[CH:15]=[CH:14][C:12]([NH2:13])=[CH:11][CH:10]=2)=[CH:3][CH:2]=1.[C:16](=O)([O:18]C1C=CC=CC=1)N.[CH3:26][O:27][C:28]1[CH:29]=[C:30]2[C:34](=[CH:35][C:36]=1[C:37]([F:40])([F:39])[F:38])[NH:33][CH2:32][CH2:31]2. Product: [CH3:26][O:27][C:28]1[CH:29]=[C:30]2[C:34](=[CH:35][C:36]=1[C:37]([F:40])([F:38])[F:39])[N:33]([C:16](=[O:18])[NH:13][C:12]1[CH:14]=[CH:15][C:9]([O:8][CH2:7][C:4]3[CH:3]=[CH:2][N:1]=[CH:6][CH:5]=3)=[CH:10][CH:11]=1)[CH2:32][CH2:31]2. The catalyst class is: 13.